This data is from Reaction yield outcomes from USPTO patents with 853,638 reactions. The task is: Predict the reaction yield, written as a fraction of the theoretical maximum amount of product (1.0 means a 100% yield; for example, 0.34 means a 34% yield). (1) The reactants are F[C:2]1[C:3]([CH3:22])=[N:4][C:5]2[C:10]([N:11]=1)=[C:9]([C:12]1[NH:20][C:19]3[CH2:18][CH2:17][NH:16][C:15](=[O:21])[C:14]=3[CH:13]=1)[CH:8]=[CH:7][CH:6]=2.[N:23]1[CH:28]=[CH:27][CH:26]=[CH:25][C:24]=1[NH2:29].C[Si]([N-][Si](C)(C)C)(C)C.[K+].C1(C)C=CC=CC=1. No catalyst specified. The product is [CH3:22][C:3]1[C:2]([NH:29][C:24]2[CH:25]=[CH:26][CH:27]=[CH:28][N:23]=2)=[N:11][C:10]2[C:5](=[CH:6][CH:7]=[CH:8][C:9]=2[C:12]2[NH:20][C:19]3[CH2:18][CH2:17][NH:16][C:15](=[O:21])[C:14]=3[CH:13]=2)[N:4]=1. The yield is 0.0900. (2) The reactants are [C:1]([NH:5][C:6]([C:8]1[C:16]2[C:11](=[N:12][CH:13]=[C:14]([C:17]3[C:25]4[C:20](=[CH:21][CH:22]=[C:23]([C:26]#[N:27])[CH:24]=4)[N:19]([CH3:28])[N:18]=3)[N:15]=2)[N:10](COCC[Si](C)(C)C)[CH:9]=1)=[O:7])([CH3:4])([CH3:3])[CH3:2].FC(F)(F)C(O)=O.C(N)CN.O. The catalyst is ClCCl.C(OCC)(=O)C. The product is [C:1]([NH:5][C:6]([C:8]1[C:16]2[C:11](=[N:12][CH:13]=[C:14]([C:17]3[C:25]4[C:20](=[CH:21][CH:22]=[C:23]([C:26]#[N:27])[CH:24]=4)[N:19]([CH3:28])[N:18]=3)[N:15]=2)[NH:10][CH:9]=1)=[O:7])([CH3:4])([CH3:3])[CH3:2]. The yield is 0.730. (3) The reactants are [CH:1]1[C:6]([NH2:7])=[CH:5][CH:4]=[C:3]([S:8]([NH:11][C:12]2[S:16][CH:15]=[CH:14][N:13]=2)(=[O:10])=[O:9])[CH:2]=1.C[Al](C)C.[Si:21]([O:38][C@@H:39]1[CH2:43][CH2:42][O:41][C:40]1=[O:44])([C:34]([CH3:37])([CH3:36])[CH3:35])([C:28]1[CH:33]=[CH:32][CH:31]=[CH:30][CH:29]=1)[C:22]1[CH:27]=[CH:26][CH:25]=[CH:24][CH:23]=1. The catalyst is C(Cl)Cl. The product is [Si:21]([O:38][C@H:39]([CH2:43][CH2:42][OH:41])[C:40]([NH:7][C:6]1[CH:1]=[CH:2][C:3]([S:8](=[O:10])(=[O:9])[NH:11][C:12]2[S:16][CH:15]=[CH:14][N:13]=2)=[CH:4][CH:5]=1)=[O:44])([C:34]([CH3:37])([CH3:36])[CH3:35])([C:28]1[CH:33]=[CH:32][CH:31]=[CH:30][CH:29]=1)[C:22]1[CH:23]=[CH:24][CH:25]=[CH:26][CH:27]=1. The yield is 0.950. (4) The reactants are [Cl:1][C:2]1[CH2:6][C:5]([CH3:8])([CH3:7])[CH2:4][C:3]=1[CH:9]=O.[CH2:11]([O:13][C:14]([CH:16]=P(C1C=CC=CC=1)(C1C=CC=CC=1)C1C=CC=CC=1)=[O:15])[CH3:12]. The catalyst is C1C=CC=CC=1. The product is [Cl:1][C:2]1[CH2:6][C:5]([CH3:7])([CH3:8])[CH2:4][C:3]=1/[CH:9]=[CH:16]/[C:14]([O:13][CH2:11][CH3:12])=[O:15]. The yield is 0.370. (5) The reactants are [C:1]([O:5][C:6](=[O:17])[NH:7][C:8]1[CH:13]=[CH:12][C:11]([CH2:14][CH2:15][OH:16])=[CH:10][CH:9]=1)([CH3:4])([CH3:3])[CH3:2].[CH2:18]([O:20][CH:21]([CH2:27][C:28]1[CH:33]=[CH:32][C:31](O)=[CH:30][CH:29]=1)[C:22]([O:24][CH2:25][CH3:26])=[O:23])[CH3:19].N(C(N1CCCCC1)=O)=NC(N1CCCCC1)=O.C1(P(C2C=CC=CC=2)C2C=CC=CC=2)C=CC=CC=1. The catalyst is ClCCl. The product is [C:1]([O:5][C:6]([NH:7][C:8]1[CH:9]=[CH:10][C:11]([CH2:14][CH2:15][O:16][C:31]2[CH:30]=[CH:29][C:28]([CH2:27][CH:21]([O:20][CH2:18][CH3:19])[C:22]([O:24][CH2:25][CH3:26])=[O:23])=[CH:33][CH:32]=2)=[CH:12][CH:13]=1)=[O:17])([CH3:4])([CH3:2])[CH3:3]. The yield is 0.890. (6) The yield is 0.860. The reactants are [Li+].[OH-].[Cl:3][C:4]1[O:8][N:7]=[C:6]([C:9]([O:11]CC)=[O:10])[CH:5]=1. The product is [Cl:3][C:4]1[O:8][N:7]=[C:6]([C:9]([OH:11])=[O:10])[CH:5]=1. The catalyst is CCO. (7) The reactants are [H-].[Na+].[CH2:3]([O:10][CH2:11][CH2:12][O:13][CH2:14][CH2:15][O:16][CH2:17][CH2:18][O:19][CH2:20][CH2:21][O:22][CH2:23][CH2:24][O:25][C:26]1[CH:47]=[CH:46][C:29]([O:30][CH2:31][CH2:32][O:33][CH2:34][CH2:35][O:36][CH2:37][CH2:38][O:39][CH2:40][CH2:41][O:42][CH2:43][CH2:44][OH:45])=[CH:28][CH:27]=1)[C:4]1[CH:9]=[CH:8][CH:7]=[CH:6][CH:5]=1.[C:48]([O:52][C:53](=[O:56])[CH2:54]Br)([CH3:51])([CH3:50])[CH3:49]. The catalyst is C1COCC1.CN(C=O)C.C1COCC1. The product is [C:48]([O:52][C:53](=[O:56])[CH2:54][O:45][CH2:44][CH2:43][O:42][CH2:41][CH2:40][O:39][CH2:38][CH2:37][O:36][CH2:35][CH2:34][O:33][CH2:32][CH2:31][O:30][C:29]1[CH:28]=[CH:27][C:26]([O:25][CH2:24][CH2:23][O:22][CH2:21][CH2:20][O:19][CH2:18][CH2:17][O:16][CH2:15][CH2:14][O:13][CH2:12][CH2:11][O:10][CH2:3][C:4]2[CH:5]=[CH:6][CH:7]=[CH:8][CH:9]=2)=[CH:47][CH:46]=1)([CH3:51])([CH3:50])[CH3:49]. The yield is 0.680. (8) The reactants are CC(C)([O-])C.[K+].[CH2:7]([N:14]([CH2:18][C:19]1[C:24](Cl)=[N:23][C:22]([N:26]([CH3:30])[CH:27]([CH3:29])[CH3:28])=[CH:21][N:20]=1)[CH2:15][CH2:16][OH:17])[C:8]1[CH:13]=[CH:12][CH:11]=[CH:10][CH:9]=1.O. The catalyst is CN(C=O)C. The product is [CH2:7]([N:14]1[CH2:18][C:19]2[N:20]=[CH:21][C:22]([N:26]([CH3:30])[CH:27]([CH3:29])[CH3:28])=[N:23][C:24]=2[O:17][CH2:16][CH2:15]1)[C:8]1[CH:13]=[CH:12][CH:11]=[CH:10][CH:9]=1. The yield is 0.870. (9) The reactants are [F:1][C:2]1[CH:7]=[CH:6][C:5]([N+:8]([O-:10])=[O:9])=[CH:4][C:3]=1[N:11]1[C:15](=[O:16])[NH:14][N:13]=[N:12]1.CN(C=O)C.C([O-])([O-])=O.[K+].[K+].I[CH:29]([CH3:31])[CH3:30]. The catalyst is O.C(OCC)(=O)C. The product is [F:1][C:2]1[CH:7]=[CH:6][C:5]([N+:8]([O-:10])=[O:9])=[CH:4][C:3]=1[N:11]1[C:15](=[O:16])[N:14]([CH:29]([CH3:31])[CH3:30])[N:13]=[N:12]1. The yield is 0.750.